Dataset: Full USPTO retrosynthesis dataset with 1.9M reactions from patents (1976-2016). Task: Predict the reactants needed to synthesize the given product. (1) Given the product [C:15]([O:14][C:12](=[O:13])[NH:1][CH2:2][CH2:3][OH:4])([CH3:18])([CH3:17])[CH3:16], predict the reactants needed to synthesize it. The reactants are: [NH2:1][CH2:2][CH2:3][OH:4].C(N(CC)CC)C.[C:12](O[C:12]([O:14][C:15]([CH3:18])([CH3:17])[CH3:16])=[O:13])([O:14][C:15]([CH3:18])([CH3:17])[CH3:16])=[O:13]. (2) Given the product [CH3:1][S:2]([O:5][C:6]1[CH:7]=[C:8]([NH:49][S:50]([CH3:53])(=[O:51])=[O:52])[CH:9]=[C:10]([C:12]2[C:20]3[C:19]([NH:21][C@H:22]([C:24]4[N:29]([C:30]5[CH:35]=[CH:34][CH:33]=[CH:32][CH:31]=5)[C:28](=[O:36])[C:27]5=[C:37]([CH3:40])[CH:38]=[CH:39][N:26]5[N:25]=4)[CH3:23])=[N:18][CH:17]=[N:16][C:15]=3[NH:14][CH:13]=2)[CH:11]=1)(=[O:3])=[O:4], predict the reactants needed to synthesize it. The reactants are: [CH3:1][S:2]([O:5][C:6]1[CH:11]=[C:10]([C:12]2[C:20]3[C:19]([NH:21][C@H:22]([C:24]4[N:29]([C:30]5[CH:35]=[CH:34][CH:33]=[CH:32][CH:31]=5)[C:28](=[O:36])[C:27]5=[C:37]([CH3:40])[CH:38]=[CH:39][N:26]5[N:25]=4)[CH3:23])=[N:18][CH:17]=[N:16][C:15]=3[N:14](COCC[Si](C)(C)C)[CH:13]=2)[CH:9]=[C:8]([NH:49][S:50]([CH3:53])(=[O:52])=[O:51])[CH:7]=1)(=[O:4])=[O:3].FC(F)(F)C(O)=O.N. (3) Given the product [CH3:11][C:2]1[C:7]([N+:8]([O-:10])=[O:9])=[CH:6][CH:5]=[CH:4][N:3]=1, predict the reactants needed to synthesize it. The reactants are: Cl[C:2]1[C:7]([N+:8]([O-:10])=[O:9])=[CH:6][CH:5]=[CH:4][N:3]=1.[CH3:11]B(O)O.C([O-])([O-])=O.[K+].[K+]. (4) Given the product [CH3:1][C:2]1([CH3:10])[C:7]([CH:8]=[O:9])=[CH:6][CH2:5][CH2:4][CH2:3]1, predict the reactants needed to synthesize it. The reactants are: [CH3:1][C:2]1([CH3:10])[C:7]([CH2:8][OH:9])=[CH:6][CH2:5][CH2:4][CH2:3]1.N1C=CC=CC=1.CC(OI1(OC(C)=O)(OC(C)=O)OC(=O)C2C=CC=CC1=2)=O.[OH-].[Na+]. (5) Given the product [CH2:36]([O:43][C:44]([S:1][CH2:2][CH2:3][N:4]([CH2:19][CH2:20][C:21]1[CH:22]=[CH:23][CH:24]=[CH:25][CH:26]=1)[C:5](=[O:18])[NH:6][C@@H:7]([CH2:11][C:12]1[CH:13]=[CH:14][CH:15]=[CH:16][CH:17]=1)[C:8]([OH:10])=[O:9])=[O:45])[C:37]1[CH:42]=[CH:41][CH:40]=[CH:39][CH:38]=1, predict the reactants needed to synthesize it. The reactants are: [SH:1][CH2:2][CH2:3][N:4]([CH2:19][CH2:20][C:21]1[CH:26]=[CH:25][CH:24]=[CH:23][CH:22]=1)[C:5](=[O:18])[NH:6][C@@H:7]([CH2:11][C:12]1[CH:17]=[CH:16][CH:15]=[CH:14][CH:13]=1)[C:8]([OH:10])=[O:9].C(N(CC)C(C)C)(C)C.[CH2:36]([O:43][C:44](Cl)=[O:45])[C:37]1[CH:42]=[CH:41][CH:40]=[CH:39][CH:38]=1.